From a dataset of Full USPTO retrosynthesis dataset with 1.9M reactions from patents (1976-2016). Predict the reactants needed to synthesize the given product. (1) Given the product [OH:8][CH2:7][C@@H:2]([NH:1][CH2:10][CH2:9][CH2:15][S:12]([OH:14])(=[O:13])=[O:11])[CH:3]([CH3:4])[CH2:5][CH3:6], predict the reactants needed to synthesize it. The reactants are: [NH2:1][C@H:2]([CH2:7][OH:8])[C@H:3]([CH2:5][CH3:6])[CH3:4].[CH2:9]1[CH2:15][S:12](=[O:14])(=[O:13])[O:11][CH2:10]1. (2) Given the product [O:12]1[C:11]2=[CH:10][CH:9]=[CH:8][C:4]([C:5]([OH:7])=[O:6])=[C:3]2[N:2]=[CH:13]1, predict the reactants needed to synthesize it. The reactants are: Br.[NH2:2][C:3]1[C:11]([OH:12])=[CH:10][CH:9]=[CH:8][C:4]=1[C:5]([OH:7])=[O:6].[CH:13](OCC)(OCC)OCC.C1(C)C=CC(S([O-])(=O)=O)=CC=1.[NH+]1C=CC=CC=1. (3) The reactants are: C[N-]OC.[Li+].NC1C2C(=CC=CC=2)N=CN=1.N1C2C(=CC=CC=2)C(=O)NC=1.[I:28][C:29]1[CH:30]=[C:31]2[C:36](=[CH:37][CH:38]=1)[NH:35][CH:34]=[N:33][C:32]2=O.O=P(Cl)(Cl)Cl.C(N(CC)CC)C.[Cl:52][C:53]1[CH:54]=[C:55]([NH2:68])[CH:56]=[CH:57][C:58]=1[O:59][CH2:60][C:61]1[CH:66]=[CH:65][CH:64]=[C:63]([F:67])[CH:62]=1. Given the product [Cl:52][C:53]1[CH:54]=[C:55]([NH:68][C:32]2[C:31]3[C:36](=[CH:37][CH:38]=[C:29]([I:28])[CH:30]=3)[N:35]=[CH:34][N:33]=2)[CH:56]=[CH:57][C:58]=1[O:59][CH2:60][C:61]1[CH:66]=[CH:65][CH:64]=[C:63]([F:67])[CH:62]=1, predict the reactants needed to synthesize it. (4) Given the product [N:1]1[C:5]2[CH:6]=[CH:7][CH:8]=[CH:9][C:4]=2[NH:3][C:2]=1[CH2:10][NH:11][C:12]([C:14]1[CH:31]=[CH:30][C:17]2[CH2:18][CH:19]([CH2:25][C:26]([OH:28])=[O:27])[C:20](=[O:24])[N:21]([CH3:23])[CH2:22][C:16]=2[CH:15]=1)=[O:13], predict the reactants needed to synthesize it. The reactants are: [N:1]1[C:5]2[CH:6]=[CH:7][CH:8]=[CH:9][C:4]=2[NH:3][C:2]=1[CH2:10][NH:11][C:12]([C:14]1[CH:31]=[CH:30][C:17]2[CH2:18][CH:19]([CH2:25][C:26]([O:28]C)=[O:27])[C:20](=[O:24])[N:21]([CH3:23])[CH2:22][C:16]=2[CH:15]=1)=[O:13].O[Li].O.C1COCC1.